From a dataset of TCR-epitope binding with 47,182 pairs between 192 epitopes and 23,139 TCRs. Binary Classification. Given a T-cell receptor sequence (or CDR3 region) and an epitope sequence, predict whether binding occurs between them. (1) The TCR CDR3 sequence is CASSGWTLRIYEQYF. Result: 0 (the TCR does not bind to the epitope). The epitope is PKYVKQNTLKLAT. (2) The epitope is WICLLQFAY. The TCR CDR3 sequence is CSGRDRDYNEQFF. Result: 1 (the TCR binds to the epitope).